Dataset: Reaction yield outcomes from USPTO patents with 853,638 reactions. Task: Predict the reaction yield, written as a fraction of the theoretical maximum amount of product (1.0 means a 100% yield; for example, 0.34 means a 34% yield). (1) The reactants are C[O:2][C:3](=O)[CH2:4][O:5][C:6]1[C:11]([N+:12]([O-])=O)=[CH:10][C:9]([CH3:15])=[CH:8][N:7]=1.[Sn](Cl)(Cl)(Cl)Cl.[OH-].[Na+]. The catalyst is Cl. The product is [CH3:15][C:9]1[CH:8]=[N:7][C:6]2[O:5][CH2:4][C:3](=[O:2])[NH:12][C:11]=2[CH:10]=1. The yield is 0.670. (2) The reactants are [Na+:1].[C:2]([C:6]1[CH:34]=[CH:33][C:9]([CH2:10][N:11]([CH2:21][C:22]2[CH:23]=[C:24]([CH:30]=[CH:31][CH:32]=2)[O:25][CH2:26][C:27]([O-:29])=[O:28])[S:12]([C:15]2[CH:16]=[N:17][CH:18]=[CH:19][CH:20]=2)(=[O:14])=[O:13])=[CH:8][CH:7]=1)([CH3:5])([CH3:4])[CH3:3]. The catalyst is C1COCC1. The product is [OH2:13].[Na+:1].[C:2]([C:6]1[CH:7]=[CH:8][C:9]([CH2:10][N:11]([CH2:21][C:22]2[CH:23]=[C:24]([CH:30]=[CH:31][CH:32]=2)[O:25][CH2:26][C:27]([O-:29])=[O:28])[S:12]([C:15]2[CH:16]=[N:17][CH:18]=[CH:19][CH:20]=2)(=[O:13])=[O:14])=[CH:33][CH:34]=1)([CH3:5])([CH3:3])[CH3:4]. The yield is 0.653. (3) The yield is 0.510. No catalyst specified. The product is [Cl:1][C:2]1[CH:7]=[C:6]([Cl:8])[CH:5]=[C:4]([Cl:9])[C:3]=1[S:10]([NH:14][C:15]1[CH:20]=[CH:19][CH:18]=[C:17]([C:21]2[NH:25][N:24]=[N:23][N:22]=2)[CH:16]=1)(=[O:12])=[O:11]. The reactants are [Cl:1][C:2]1[CH:7]=[C:6]([Cl:8])[CH:5]=[C:4]([Cl:9])[C:3]=1[S:10](Cl)(=[O:12])=[O:11].[NH2:14][C:15]1[CH:16]=[C:17]([C:21]2[NH:25][N:24]=[N:23][N:22]=2)[CH:18]=[CH:19][CH:20]=1. (4) The yield is 0.970. The product is [NH2:22][C:18]1[CH:17]=[C:16]([CH:21]=[CH:20][CH:19]=1)[CH2:15][NH:14][C:9]1[C:8]2[C:13](=[C:4]([C:2]([NH2:1])=[O:3])[CH:5]=[CH:6][CH:7]=2)[N:12]=[CH:11][N:10]=1. The catalyst is C(Cl)Cl. The reactants are [NH2:1][C:2]([C:4]1[CH:5]=[CH:6][CH:7]=[C:8]2[C:13]=1[N:12]=[CH:11][N:10]=[C:9]2[NH:14][CH2:15][C:16]1[CH:17]=[C:18]([NH:22]C(=O)OC(C)(C)C)[CH:19]=[CH:20][CH:21]=1)=[O:3].Cl.CCOCC. (5) The reactants are [CH2:1]([O:3][C:4]1[CH:13]=[CH:12][C:7]2[N:8]=[C:9]([NH2:11])[S:10][C:6]=2[CH:5]=1)[CH3:2].[CH3:14][O:15][C:16]1[CH:24]=[CH:23][C:19]([C:20](Cl)=[O:21])=[CH:18][CH:17]=1.Br[CH:26]([CH2:31][CH3:32])[C:27]([O:29]C)=[O:28].COC1C=CC2N=C(N)SC=2C=1.ClC1C=C(C=CC=1)C(Cl)=O.BrCC(OCC)=O. No catalyst specified. The product is [CH2:1]([O:3][C:4]1[CH:13]=[CH:12][C:7]2[N:8]([CH:26]([CH2:31][CH3:32])[C:27]([OH:29])=[O:28])[C:9](=[N:11][C:20](=[O:21])[C:19]3[CH:23]=[CH:24][C:16]([O:15][CH3:14])=[CH:17][CH:18]=3)[S:10][C:6]=2[CH:5]=1)[CH3:2]. The yield is 0.260. (6) The reactants are [N+:1]([C:4]1[CH:9]=[CH:8][C:7]([OH:10])=[CH:6][CH:5]=1)([O-:3])=[O:2].Cl[CH2:12][C:13]1[O:17][N:16]=[C:15]([C:18]2[CH:23]=[CH:22][CH:21]=[CH:20][CH:19]=2)[N:14]=1.C([O-])([O-])=O.[K+].[K+]. The catalyst is CC(C)=O. The product is [N+:1]([C:4]1[CH:9]=[CH:8][C:7]([O:10][CH2:12][C:13]2[O:17][N:16]=[C:15]([C:18]3[CH:19]=[CH:20][CH:21]=[CH:22][CH:23]=3)[N:14]=2)=[CH:6][CH:5]=1)([O-:3])=[O:2]. The yield is 0.920. (7) The reactants are [N:1]1[CH:6]=[CH:5][CH:4]=[CH:3][C:2]=1[C:7]1[N:11]=[C:10]([C:12]2[CH:17]=[C:16]([CH3:18])[CH:15]=[C:14]([C:19]#[N:20])[CH:13]=2)[O:9][N:8]=1.[Br:21]N1C(=O)CCC1=O. The catalyst is C(Cl)(Cl)(Cl)Cl.ClCCl.C(OOC(=O)C1C=CC=CC=1)(=O)C1C=CC=CC=1. The product is [N:1]1[CH:6]=[CH:5][CH:4]=[CH:3][C:2]=1[C:7]1[N:11]=[C:10]([C:12]2[CH:13]=[C:14]([C:19]#[N:20])[CH:15]=[C:16]([CH2:18][Br:21])[CH:17]=2)[O:9][N:8]=1. The yield is 0.910.